From a dataset of Full USPTO retrosynthesis dataset with 1.9M reactions from patents (1976-2016). Predict the reactants needed to synthesize the given product. (1) Given the product [Cl:36][C:33]1[CH:34]=[CH:35][C:30]([N:20]2[C:19]([CH:12]([CH:13]3[CH2:18][CH2:17][CH2:16][CH2:15][CH2:14]3)[O:11][C:7]3[C:8]([CH3:10])=[CH:9][C:4]([C:3]([OH:38])=[O:2])=[CH:5][C:6]=3[CH3:37])=[C:27]3[C:22]([CH:23]=[C:24]([F:29])[C:25]([F:28])=[CH:26]3)=[N:21]2)=[CH:31][CH:32]=1, predict the reactants needed to synthesize it. The reactants are: C[O:2][C:3](=[O:38])[C:4]1[CH:9]=[C:8]([CH3:10])[C:7]([O:11][CH:12]([C:19]2[N:20]([C:30]3[CH:35]=[CH:34][C:33]([Cl:36])=[CH:32][CH:31]=3)[N:21]=[C:22]3[C:27]=2[CH:26]=[C:25]([F:28])[C:24]([F:29])=[CH:23]3)[CH:13]2[CH2:18][CH2:17][CH2:16][CH2:15][CH2:14]2)=[C:6]([CH3:37])[CH:5]=1.[OH-].[Li+]. (2) Given the product [CH3:15][CH:10]1[CH2:11][C:12](=[O:14])[C:7]2[C:8](=[CH:16][CH:17]=[C:5]([C:3]([O:2][CH3:1])=[O:4])[CH:6]=2)[O:9]1, predict the reactants needed to synthesize it. The reactants are: [CH3:1][O:2][C:3]([C:5]1[CH:17]=[CH:16][C:8]([O:9][CH:10]([CH3:15])[CH2:11][C:12]([OH:14])=O)=[CH:7][CH:6]=1)=[O:4].FC(F)(F)S(O)(=O)=O. (3) The reactants are: Cl[C:2]1[CH:3]=[C:4]([NH:10][C:11]2[CH:15]=[C:14]([CH3:16])[N:13]([CH3:17])[N:12]=2)[C:5](=[O:9])[N:6]([CH3:8])[N:7]=1.[C:18]([O:21][CH2:22][C:23]1[C:28]([N:29]2[N:38]=[CH:37][C:36]3[C:31](=[C:32]([F:43])[CH:33]=[C:34]([C:39]([CH3:42])([CH3:41])[CH3:40])[CH:35]=3)[C:30]2=[O:44])=[CH:27][CH:26]=[CH:25][C:24]=1[B-](F)(F)F)(=[O:20])[CH3:19].[K+].CC(C1C=C(C(C)C)C(C2C=CC=CC=2P(C2CCCCC2)C2CCCCC2)=C(C(C)C)C=1)C.[O-]P([O-])([O-])=O.[K+].[K+].[K+]. Given the product [C:18]([O:21][CH2:22][C:23]1[C:24]([C:2]2[CH:3]=[C:4]([NH:10][C:11]3[CH:15]=[C:14]([CH3:16])[N:13]([CH3:17])[N:12]=3)[C:5](=[O:9])[N:6]([CH3:8])[N:7]=2)=[CH:25][CH:26]=[CH:27][C:28]=1[N:29]1[N:38]=[CH:37][C:36]2[C:31](=[C:32]([F:43])[CH:33]=[C:34]([C:39]([CH3:41])([CH3:40])[CH3:42])[CH:35]=2)[C:30]1=[O:44])(=[O:20])[CH3:19], predict the reactants needed to synthesize it.